Predict the reactants needed to synthesize the given product. From a dataset of Full USPTO retrosynthesis dataset with 1.9M reactions from patents (1976-2016). (1) Given the product [CH2:1]([N:8]([CH2:12][C:13]1[CH:18]=[CH:17][CH:16]=[CH:15][CH:14]=1)[CH2:9][CH2:10][Br:27])[C:2]1[CH:7]=[CH:6][CH:5]=[CH:4][CH:3]=1, predict the reactants needed to synthesize it. The reactants are: [CH2:1]([N:8]([CH2:12][C:13]1[CH:18]=[CH:17][CH:16]=[CH:15][CH:14]=1)[CH2:9][CH2:10]O)[C:2]1[CH:7]=[CH:6][CH:5]=[CH:4][CH:3]=1.C1CCCCC1.S(Br)([Br:27])=O.C(=O)([O-])O.[Na+]. (2) Given the product [C:1]([C:3]1[C:4]([N:24]2[CH2:29][CH2:28][CH:27]([C:30]([NH:44][S:41]([N:40]([C:37]3[CH:38]=[CH:39][C:34]([F:33])=[CH:35][CH:36]=3)[CH3:45])(=[O:42])=[O:43])=[O:31])[CH2:26][CH2:25]2)=[N:5][C:6]([CH2:17][N:18]2[CH2:22][CH2:21][CH2:20][C:19]2=[O:23])=[C:7]([C:9](=[O:16])[CH2:10][CH2:11][C:12]([F:13])([F:14])[F:15])[CH:8]=1)#[N:2], predict the reactants needed to synthesize it. The reactants are: [C:1]([C:3]1[C:4]([N:24]2[CH2:29][CH2:28][CH:27]([C:30](O)=[O:31])[CH2:26][CH2:25]2)=[N:5][C:6]([CH2:17][N:18]2[CH2:22][CH2:21][CH2:20][C:19]2=[O:23])=[C:7]([C:9](=[O:16])[CH2:10][CH2:11][C:12]([F:15])([F:14])[F:13])[CH:8]=1)#[N:2].[F:33][C:34]1[CH:39]=[CH:38][C:37]([N:40]([CH3:45])[S:41]([NH2:44])(=[O:43])=[O:42])=[CH:36][CH:35]=1. (3) Given the product [Br:1][C:2]1[CH:3]=[C:4]([CH:5]=[C:6]([F:9])[C:7]=1[F:8])[CH2:10][N:12]1[CH2:13][CH2:14][CH2:15][CH2:16][CH2:17]1, predict the reactants needed to synthesize it. The reactants are: [Br:1][C:2]1[CH:3]=[C:4]([C:10]([N:12]2[CH2:17][CH2:16][CH2:15][CH2:14][CH2:13]2)=O)[CH:5]=[C:6]([F:9])[C:7]=1[F:8].B.C1COCC1.C([O-])(O)=O.[Na+]. (4) Given the product [CH2:24]1[C:1]2[NH:5][C:4](=[CH:3][CH:2]=2)[CH2:6][C:7]2[NH:11][C:10](=[CH:9][CH:8]=2)[CH2:12][C:13]2[NH:17][C:16](=[CH:15][CH:14]=2)[CH2:18][C:19]2[NH:23][C:22]1=[CH:21][CH:20]=2, predict the reactants needed to synthesize it. The reactants are: [C:1]12[CH:24]=[C:22]3[N:23]=[C:19]([CH:20]=[CH:21]3)[CH:18]=[C:16]3[NH:17][C:13]([CH:14]=[CH:15]3)=[CH:12][C:10]3=[N:11][C:7]([CH:8]=[CH:9]3)=[CH:6][C:4]([NH:5]1)=[CH:3][CH:2]=2.FC1C(C=O)=C(F)C(F)=C(F)C=1F.N1C=CC=C1. (5) Given the product [Br:24][C:21]1[CH:22]=[C:23]2[C:18](=[CH:19][CH:20]=1)[N:17]=[CH:16][C:15]([C:25]([CH:27]1[CH2:28][CH2:29]1)=[O:26])=[C:14]2[NH:13][C@H:10]1[CH2:9][CH2:8][C@H:7]([CH2:6][N:35]2[CH2:36][CH2:37][CH:33]([O:32][CH3:31])[CH2:34]2)[CH2:12][CH2:11]1, predict the reactants needed to synthesize it. The reactants are: CS(O[CH2:6][C@H:7]1[CH2:12][CH2:11][C@H:10]([NH:13][C:14]2[C:23]3[C:18](=[CH:19][CH:20]=[C:21]([Br:24])[CH:22]=3)[N:17]=[CH:16][C:15]=2[C:25]([CH:27]2[CH2:29][CH2:28]2)=[O:26])[CH2:9][CH2:8]1)(=O)=O.Cl.[CH3:31][O:32][CH:33]1[CH2:37][CH2:36][NH:35][CH2:34]1.C([O-])([O-])=O.[K+].[K+].C(N(CC)C(C)C)(C)C. (6) Given the product [ClH:15].[C:1]([NH:4][C:5]1[S:6][CH:7]=[C:8]([C:10]([NH2:16])=[NH:11])[N:9]=1)(=[O:3])[CH3:2], predict the reactants needed to synthesize it. The reactants are: [C:1]([NH:4][C:5]1[S:6][CH:7]=[C:8]([C:10]#[N:11])[N:9]=1)(=[O:3])[CH3:2].C[O-].[Na+].[Cl-:15].[NH4+:16]. (7) Given the product [Br:1][C:2]1[CH:3]=[N:4][CH:5]=[C:6]([CH:10]=1)[C:7]([NH:17][CH:11]1[CH2:16][CH2:15][CH2:14][CH2:13][CH2:12]1)=[O:9], predict the reactants needed to synthesize it. The reactants are: [Br:1][C:2]1[CH:3]=[N:4][CH:5]=[C:6]([CH:10]=1)[C:7]([OH:9])=O.[CH:11]1([NH2:17])[CH2:16][CH2:15][CH2:14][CH2:13][CH2:12]1.CCN(C(C)C)C(C)C.CN(C(ON1N=NC2C=CC=NC1=2)=[N+](C)C)C.F[P-](F)(F)(F)(F)F. (8) Given the product [CH2:24]([O:23][C:17]([O:16][CH2:14][CH3:15])([O:20][CH2:21][CH3:22])[C:18]#[C:19][C:2]1[CH:3]=[N:4][CH:5]=[C:6]([O:8][CH2:9][C:10]([F:13])([F:12])[F:11])[CH:7]=1)[CH3:25], predict the reactants needed to synthesize it. The reactants are: Br[C:2]1[CH:3]=[N:4][CH:5]=[C:6]([O:8][CH2:9][C:10]([F:13])([F:12])[F:11])[CH:7]=1.[CH2:14]([O:16][C:17]([O:23][CH2:24][CH3:25])([O:20][CH2:21][CH3:22])[C:18]#[CH:19])[CH3:15]. (9) Given the product [OH:6][C:4]([C:7]1[CH:12]=[CH:11][C:10]([N+:13]([O-:15])=[O:14])=[CH:9][CH:8]=1)([CH3:5])[CH2:3][NH:2][S:26]([CH:23]([CH3:25])[CH3:24])(=[O:28])=[O:27], predict the reactants needed to synthesize it. The reactants are: Cl.[NH2:2][CH2:3][C:4]([C:7]1[CH:12]=[CH:11][C:10]([N+:13]([O-:15])=[O:14])=[CH:9][CH:8]=1)([OH:6])[CH3:5].C(N(CC)CC)C.[CH:23]([S:26](Cl)(=[O:28])=[O:27])([CH3:25])[CH3:24].